The task is: Regression/Classification. Given a drug SMILES string, predict its absorption, distribution, metabolism, or excretion properties. Task type varies by dataset: regression for continuous measurements (e.g., permeability, clearance, half-life) or binary classification for categorical outcomes (e.g., BBB penetration, CYP inhibition). For this dataset (clearance_hepatocyte_az), we predict log10(clearance) (log10 of the in vitro intrinsic clearance, CLint, in uL/min per 10^6 hepatocytes; values are censored to the assay range of 3 to 150, which is 0.477 to 2.18 on this log10 scale).. This data is from Hepatocyte clearance measurements from AstraZeneca. (1) The log10(clearance) is 0.690. The molecule is CC1Cc2ccccc2N1NC(=O)c1ccc(Cl)c(S(N)(=O)=O)c1. (2) The log10(clearance) is 1.28. The drug is COc1ccnc(CCc2nc3cccnc3[nH]2)c1. (3) The molecule is O=C(O)COc1ccc(Cl)cc1CN1CCCN(S(=O)(=O)c2ccccc2)CC1. The log10(clearance) is 0.700. (4) The drug is Cc1ccc(C)c(OCCCC(C)(C)C(=O)O)c1. The log10(clearance) is 1.82. (5) The compound is NC1(c2ccc(-c3c(-c4ccccc4)ccc4ccnn34)cc2)CCC1. The log10(clearance) is 1.01. (6) The molecule is Cc1ccc(S(=O)(=O)Nc2c(C(=O)N[C@@H](C)C(C)(C)C)c(C)nn2C2CCN(CC(F)(F)F)CC2)cc1. The log10(clearance) is 0.480. (7) The compound is Cn1cc(C2=C(c3cccc(NCC(O)CO)c3)C(=O)NC2=O)c2cc(F)ccc21. The log10(clearance) is 1.61.